This data is from Catalyst prediction with 721,799 reactions and 888 catalyst types from USPTO. The task is: Predict which catalyst facilitates the given reaction. (1) Reactant: [F:1][C:2]1[CH:7]=[CH:6][C:5]([C:8]2[C:9]([N:28]3[CH2:33][CH2:32][CH:31]([C:34]([OH:36])=O)[CH2:30][CH2:29]3)=[N:10][C:11]([C:24]([F:27])([F:26])[F:25])=[N:12][C:13]=2[C:14]2[CH:19]=[CH:18][C:17]([S:20]([CH3:23])(=[O:22])=[O:21])=[CH:16][CH:15]=2)=[CH:4][CH:3]=1.Cl.CN(C)CCCN=C=NCC.[OH:49][N:50]1C2C=CC=CC=2N=N1.[CH:59](N(C(C)C)CC)(C)C. Product: [CH3:59][O:49][NH:50][C:34]([CH:31]1[CH2:32][CH2:33][N:28]([C:9]2[C:8]([C:5]3[CH:4]=[CH:3][C:2]([F:1])=[CH:7][CH:6]=3)=[C:13]([C:14]3[CH:19]=[CH:18][C:17]([S:20]([CH3:23])(=[O:22])=[O:21])=[CH:16][CH:15]=3)[N:12]=[C:11]([C:24]([F:25])([F:27])[F:26])[N:10]=2)[CH2:29][CH2:30]1)=[O:36]. The catalyst class is: 4. (2) Reactant: [Cl:1][C:2]1[CH:14]=[C:13]([N:15]2[CH2:20][CH2:19][O:18][CH2:17][S:16]2(=[O:22])=[O:21])[CH:12]=[CH:11][C:3]=1[C:4]([O:6]C(C)(C)C)=[O:5]. Product: [Cl:1][C:2]1[CH:14]=[C:13]([N:15]2[CH2:20][CH2:19][O:18][CH2:17][S:16]2(=[O:22])=[O:21])[CH:12]=[CH:11][C:3]=1[C:4]([OH:6])=[O:5]. The catalyst class is: 631. (3) The catalyst class is: 4. Reactant: C(N1C=CN=C1)(N1C=CN=C1)=O.[C:13]([O:17][C:18]([N:20]1[CH2:24][CH2:23][CH:22]([C:25]([OH:27])=O)[CH2:21]1)=[O:19])([CH3:16])([CH3:15])[CH3:14].Cl.[CH3:29][NH:30][O:31][CH3:32]. Product: [C:13]([O:17][C:18]([N:20]1[CH2:24][CH2:23][CH:22]([C:25](=[O:27])[N:30]([O:31][CH3:32])[CH3:29])[CH2:21]1)=[O:19])([CH3:14])([CH3:15])[CH3:16]. (4) Reactant: [Cl:1][C:2]1[C:3](=[O:36])[N:4]([CH2:19][CH2:20][C:21]2[CH:35]=[CH:34][C:24]([C:25]([NH:27][CH2:28][C:29]([O:31]CC)=[O:30])=[O:26])=[CH:23][CH:22]=2)[C:5]([CH2:9][O:10][C:11]2[CH:16]=[CH:15][CH:14]=[C:13]([CH2:17][CH3:18])[CH:12]=2)=[C:6]([Cl:8])[CH:7]=1.C1COCC1.[OH-].[Na+].Cl. Product: [Cl:1][C:2]1[C:3](=[O:36])[N:4]([CH2:19][CH2:20][C:21]2[CH:22]=[CH:23][C:24]([C:25]([NH:27][CH2:28][C:29]([OH:31])=[O:30])=[O:26])=[CH:34][CH:35]=2)[C:5]([CH2:9][O:10][C:11]2[CH:16]=[CH:15][CH:14]=[C:13]([CH2:17][CH3:18])[CH:12]=2)=[C:6]([Cl:8])[CH:7]=1. The catalyst class is: 5. (5) Product: [Br:1][CH2:2][C:3]([NH:18][C:9]1[CH:8]=[C:7]([CH3:6])[N:11]([CH:12]2[CH2:17][CH2:16][CH2:15][CH2:14][O:13]2)[N:10]=1)=[O:4]. Reactant: [Br:1][CH2:2][C:3](Br)=[O:4].[CH3:6][C:7]1[N:11]([CH:12]2[CH2:17][CH2:16][CH2:15][CH2:14][O:13]2)[N:10]=[C:9]([NH2:18])[CH:8]=1.C(N(CC)CC)C. The catalyst class is: 2. (6) Reactant: [Si:1]([O:18][CH:19]([CH2:25][CH2:26][C:27]1[CH:32]=[CH:31][C:30]([O:33][CH3:34])=[C:29]([O:35][CH3:36])[C:28]=1[O:37][CH3:38])[CH2:20][C:21]([O:23]C)=[O:22])([C:14]([CH3:17])([CH3:16])[CH3:15])([C:8]1[CH:13]=[CH:12][CH:11]=[CH:10][CH:9]=1)[C:2]1[CH:7]=[CH:6][CH:5]=[CH:4][CH:3]=1.[OH-].[Na+]. Product: [Si:1]([O:18][CH:19]([CH2:25][CH2:26][C:27]1[CH:32]=[CH:31][C:30]([O:33][CH3:34])=[C:29]([O:35][CH3:36])[C:28]=1[O:37][CH3:38])[CH2:20][C:21]([OH:23])=[O:22])([C:14]([CH3:16])([CH3:17])[CH3:15])([C:2]1[CH:7]=[CH:6][CH:5]=[CH:4][CH:3]=1)[C:8]1[CH:13]=[CH:12][CH:11]=[CH:10][CH:9]=1. The catalyst class is: 92. (7) Reactant: COC[O:4][C:5]1[CH:10]=[C:9]([CH3:11])[C:8]([C:12]2[CH:17]=[CH:16][CH:15]=[C:14]([CH2:18][O:19][C:20]3[CH:35]=[CH:34][C:23]4[CH:24]([CH2:29][C:30]([O:32][CH3:33])=[O:31])[C:25]5([O:28][C:22]=4[CH:21]=3)[CH2:27][CH2:26]5)[C:13]=2[CH3:36])=[C:7]([CH3:37])[CH:6]=1.Cl.O. Product: [OH:4][C:5]1[CH:6]=[C:7]([CH3:37])[C:8]([C:12]2[CH:17]=[CH:16][CH:15]=[C:14]([CH2:18][O:19][C:20]3[CH:35]=[CH:34][C:23]4[CH:24]([CH2:29][C:30]([O:32][CH3:33])=[O:31])[C:25]5([O:28][C:22]=4[CH:21]=3)[CH2:27][CH2:26]5)[C:13]=2[CH3:36])=[C:9]([CH3:11])[CH:10]=1. The catalyst class is: 92. (8) Reactant: Cl.[N+:2]([C:5]1[CH:6]=[C:7]([CH:11]=[CH:12][CH:13]=1)[CH2:8][CH2:9][NH2:10])([O-:4])=[O:3].CCN(CC)CC.[CH3:21][S:22](Cl)(=[O:24])=[O:23]. Product: [N+:2]([C:5]1[CH:6]=[C:7]([CH:11]=[CH:12][CH:13]=1)[CH2:8][CH2:9][NH:10][S:22]([CH3:21])(=[O:24])=[O:23])([O-:4])=[O:3]. The catalyst class is: 2.